This data is from Reaction yield outcomes from USPTO patents with 853,638 reactions. The task is: Predict the reaction yield, written as a fraction of the theoretical maximum amount of product (1.0 means a 100% yield; for example, 0.34 means a 34% yield). (1) The catalyst is O1CCCC1. The yield is 0.590. The reactants are [CH:1]([C:4]1[C:8]([CH2:9][CH2:10][CH2:11][CH2:12][OH:13])=[CH:7][N:6]([C:14]2[CH:19]=[CH:18][C:17]([C:20]([F:23])([F:22])[F:21])=[CH:16][N:15]=2)[N:5]=1)([CH3:3])[CH3:2].O[C:25]1[CH:30]=[CH:29][C:28]([CH2:31][CH2:32][C:33]([O:35]C)=[O:34])=[C:27]([O:37][CH3:38])[CH:26]=1.C(P(CCCC)CCCC)CCC.N(C(N1CCCCC1)=O)=NC(N1CCCCC1)=O. The product is [CH:1]([C:4]1[C:8]([CH2:9][CH2:10][CH2:11][CH2:12][O:13][C:25]2[CH:30]=[CH:29][C:28]([CH2:31][CH2:32][C:33]([OH:35])=[O:34])=[C:27]([O:37][CH3:38])[CH:26]=2)=[CH:7][N:6]([C:14]2[CH:19]=[CH:18][C:17]([C:20]([F:22])([F:21])[F:23])=[CH:16][N:15]=2)[N:5]=1)([CH3:3])[CH3:2]. (2) The reactants are [CH3:1]I.[Cl:3][C:4]1[CH:30]=[CH:29][C:7]([C:8]([C:10]2[CH:11]=[C:12]3[C:17](=[CH:18][CH:19]=2)[NH:16][C:15](=[O:20])[CH:14]=[C:13]3[C:21]2[CH:26]=[CH:25][CH:24]=[C:23]([O:27][CH3:28])[CH:22]=2)=[O:9])=[CH:6][CH:5]=1.O. The catalyst is [Cl-].C([N+](CC)(CC)CC)C1C=CC=CC=1.C1COCC1.[OH-].[Na+]. The product is [Cl:3][C:4]1[CH:30]=[CH:29][C:7]([C:8]([C:10]2[CH:11]=[C:12]3[C:17](=[CH:18][CH:19]=2)[N:16]([CH3:1])[C:15](=[O:20])[CH:14]=[C:13]3[C:21]2[CH:26]=[CH:25][CH:24]=[C:23]([O:27][CH3:28])[CH:22]=2)=[O:9])=[CH:6][CH:5]=1. The yield is 0.900. (3) The reactants are Cl[CH2:2][CH2:3][CH2:4][O:5][C:6]1[CH:11]=[CH:10][C:9]([C:12]2[S:13][C:14]([C:18]([N:20]3[CH2:25][CH2:24][O:23][CH2:22][CH2:21]3)=[O:19])=[C:15]([CH3:17])[N:16]=2)=[CH:8][CH:7]=1.C(=O)([O-])[O-].[K+].[K+].[I-].[Na+].[CH3:34][CH:35]1[CH2:39][CH2:38][CH2:37][NH:36]1. The catalyst is C(#N)C.C(OCC)(=O)C. The product is [CH3:17][C:15]1[N:16]=[C:12]([C:9]2[CH:10]=[CH:11][C:6]([O:5][CH2:4][CH2:3][CH2:2][N:36]3[CH2:37][CH2:38][CH2:39][CH:35]3[CH3:34])=[CH:7][CH:8]=2)[S:13][C:14]=1[C:18]([N:20]1[CH2:25][CH2:24][O:23][CH2:22][CH2:21]1)=[O:19]. The yield is 0.310. (4) The reactants are [C:1]1([C@H:7]([NH:10][C:11]([C:13]2[CH:14]=[C:15]([C:22](=[O:27])C(Cl)(Cl)Cl)[N:16]3[CH2:21][CH2:20][O:19][CH2:18][C:17]=23)=[O:12])[CH2:8][CH3:9])[CH:6]=[CH:5][CH:4]=[CH:3][CH:2]=1.[OH2:28].[OH-].[Na+]. The catalyst is O1CCCC1. The product is [C:1]1([C@H:7]([NH:10][C:11]([C:13]2[CH:14]=[C:15]([C:22]([OH:27])=[O:28])[N:16]3[CH2:21][CH2:20][O:19][CH2:18][C:17]=23)=[O:12])[CH2:8][CH3:9])[CH:6]=[CH:5][CH:4]=[CH:3][CH:2]=1. The yield is 0.840. (5) The reactants are [CH3:1][CH2:2][O:3][C:4]1[CH:9]=[C:8]2[N:10]=[CH:11][C:12]([C:30]#[N:31])=[C:13]([NH:14][C:15]3[CH:20]=[CH:19][C:18]([O:21][CH2:22][C:23]4[N:28]=[CH:27][CH:26]=[CH:25][CH:24]=4)=[C:17]([Cl:29])[CH:16]=3)[C:7]2=[CH:6][C:5]=1[NH:32][C:33](/[CH:35]=[CH:36]/[C@@H:37]1[N:41]([CH3:42])[CH2:40][CH2:39][CH2:38]1)=[O:34].[C:43]([OH:50])(=[O:49])/[CH:44]=[CH:45]\[C:46]([OH:48])=[O:47].C(O)(C)C. No catalyst specified. The product is [CH3:1][CH2:2][O:3][C:4]1[CH:9]=[C:8]2[C:7]([C:13]([NH:14][C:15]3[CH:20]=[CH:19][C:18]([O:21][CH2:22][C:23]4[N:28]=[CH:27][CH:26]=[CH:25][CH:24]=4)=[C:17]([Cl:29])[CH:16]=3)=[C:12]([C:30]#[N:31])[CH:11]=[N:10]2)=[CH:6][C:5]=1[NH:32][C:33](/[CH:35]=[CH:36]/[C@H:37]1[CH2:38][CH2:39][CH2:40][N:41]1[CH3:42])=[O:34].[CH:44](/[C:43]([OH:50])=[O:49])=[CH:45]/[C:46]([OH:48])=[O:47].[CH:44](/[C:43]([OH:50])=[O:49])=[CH:45]/[C:46]([OH:48])=[O:47]. The yield is 0.600.